This data is from Catalyst prediction with 721,799 reactions and 888 catalyst types from USPTO. The task is: Predict which catalyst facilitates the given reaction. (1) Reactant: [Cl:1][C:2]1[C:3]2[CH2:16][CH2:15][N:14]([C@@:17]3([CH3:30])[CH2:21][CH2:20][N:19]([C:22](=S)[NH:23][CH2:24][C:25]([OH:28])([CH3:27])[CH3:26])[CH2:18]3)[C:4]=2[N:5]=[C:6]([N:8]2[CH2:13][CH2:12][O:11][CH2:10][CH2:9]2)[N:7]=1.C(N(C(C)C)CC)(C)C.CI.C(Cl)Cl. Product: [Cl:1][C:2]1[C:3]2[CH2:16][CH2:15][N:14]([C@@:17]3([CH3:30])[CH2:21][CH2:20][N:19]([C:22]4[O:28][C:25]([CH3:27])([CH3:26])[CH2:24][N:23]=4)[CH2:18]3)[C:4]=2[N:5]=[C:6]([N:8]2[CH2:13][CH2:12][O:11][CH2:10][CH2:9]2)[N:7]=1. The catalyst class is: 8. (2) Reactant: C(OC(=O)C[O:8][C:9]1[C:18]2[CH2:17][CH2:16][CH2:15][C:14](=[O:19])[C:13]=2[CH:12]=[C:11](C2C=CC=CC=2)[CH:10]=1)(C)(C)C.C(N(C(C)C)CC)(C)C.[F:36][C:37]([F:50])([F:49])[S:38]([O:41]S(C(F)(F)F)(=O)=O)(=[O:40])=[O:39]. Product: [O:19]=[C:14]1[C:13]2[CH:12]=[C:11]([O:41][S:38]([C:37]([F:50])([F:49])[F:36])(=[O:39])=[O:40])[CH:10]=[C:9]([O:8][S:38]([C:37]([F:50])([F:49])[F:36])(=[O:40])=[O:39])[C:18]=2[CH2:17][CH2:16][CH2:15]1. The catalyst class is: 46. (3) Reactant: [OH:1][C:2]1[C:3]([O:14][CH3:15])=[CH:4][C:5]([N+:11]([O-])=O)=[C:6]([CH:10]=1)[C:7]([OH:9])=[O:8]. Product: [NH2:11][C:5]1[CH:4]=[C:3]([O:14][CH3:15])[C:2]([OH:1])=[CH:10][C:6]=1[C:7]([OH:9])=[O:8]. The catalyst class is: 458. (4) Reactant: [C:1]1([CH:7]([C:29]2[CH:34]=[CH:33][CH:32]=[CH:31][CH:30]=2)[N:8]2[CH2:13][CH2:12][CH:11]([CH2:14][CH2:15][CH2:16][CH2:17][NH:18][C:19](=[O:28])[CH:20]=[CH:21][C:22]3[CH:23]=[N:24][CH:25]=[CH:26][CH:27]=3)[CH2:10][CH2:9]2)[CH:6]=[CH:5][CH:4]=[CH:3][CH:2]=1.[H-].[Na+].[CH2:37](I)[CH3:38].[I+].C([N+](CCCC)(CCCC)CCCC)CCC. Product: [C:1]1([CH:7]([C:29]2[CH:30]=[CH:31][CH:32]=[CH:33][CH:34]=2)[N:8]2[CH2:13][CH2:12][CH:11]([CH2:14][CH2:15][CH2:16][CH2:17][N:18]([CH2:37][CH3:38])[C:19](=[O:28])[CH:20]=[CH:21][C:22]3[CH:23]=[N:24][CH:25]=[CH:26][CH:27]=3)[CH2:10][CH2:9]2)[CH:2]=[CH:3][CH:4]=[CH:5][CH:6]=1. The catalyst class is: 20.